From a dataset of Forward reaction prediction with 1.9M reactions from USPTO patents (1976-2016). Predict the product of the given reaction. (1) Given the reactants C([O:8][C:9]1[CH:14]=[CH:13][C:12]([C:15]2[CH:20]=[C:19]([OH:21])[CH:18]=[CH:17][C:16]=2[C:22]2[O:23][C:24]3[CH:30]=[CH:29][C:28]([OH:31])=[CH:27][C:25]=3[CH:26]=2)=[CH:11][CH:10]=1)C1C=CC=CC=1.C1CCC=CC=1, predict the reaction product. The product is: [OH:31][C:28]1[CH:29]=[CH:30][C:24]2[O:23][C:22]([C:16]3[C:15]([C:12]4[CH:11]=[CH:10][C:9]([OH:8])=[CH:14][CH:13]=4)=[CH:20][C:19]([OH:21])=[CH:18][CH:17]=3)=[CH:26][C:25]=2[CH:27]=1. (2) Given the reactants [C:1]([Si:5]([CH3:38])([CH3:37])[O:6][C:7]1[CH:8]=[CH:9][C:10]2[C:11]3[CH:24]([CH2:25][C:26]([OH:28])=[O:27])[O:23][C:22]4[CH:21]=[C:20]([O:29][Si:30]([C:33]([CH3:36])([CH3:35])[CH3:34])([CH3:32])[CH3:31])[CH:19]=[CH:18][C:17]=4[C:12]=3[CH2:13][O:14][C:15]=2[CH:16]=1)([CH3:4])([CH3:3])[CH3:2].[CH3:39][N:40]([CH3:44])[CH2:41][CH2:42]O.CC(C)N=C=NC(C)C, predict the reaction product. The product is: [CH3:39][N:40]([CH3:44])[CH2:41][CH2:42][O:27][C:26](=[O:28])[CH2:25][CH:24]1[C:11]2[C:10]3[CH:9]=[CH:8][C:7]([O:6][Si:5]([C:1]([CH3:2])([CH3:4])[CH3:3])([CH3:38])[CH3:37])=[CH:16][C:15]=3[O:14][CH2:13][C:12]=2[C:17]2[CH:18]=[CH:19][C:20]([O:29][Si:30]([C:33]([CH3:36])([CH3:35])[CH3:34])([CH3:31])[CH3:32])=[CH:21][C:22]=2[O:23]1. (3) The product is: [Br:13]/[CH:14]=[C:15]1\[CH2:16][CH2:17][CH2:18][C@@:19]2([CH3:26])[C@H:24]\1[CH2:23][C:22](=[O:25])[CH:21]=[CH:20]2. Given the reactants I(C1C=CC=CC=1C(O)=O)(=O)=O.[Br:13]/[CH:14]=[C:15]1\[CH2:16][CH2:17][CH2:18][C@@:19]2([CH3:26])[C@H:24]\1[CH2:23][C:22](=[O:25])[CH2:21][CH2:20]2.C(=O)([O-])O.[Na+], predict the reaction product. (4) Given the reactants Br[C:2]1[CH:7]=[CH:6][C:5]([C:8]([C:10]([C:12]2[CH:17]=[CH:16][CH:15]=[CH:14][CH:13]=2)=O)=O)=[CH:4][CH:3]=1.C(O)COCCO.C([O-])([O-])=O.[K+].[K+], predict the reaction product. The product is: [C:5]1(/[CH:8]=[CH:10]/[C:12]2[CH:13]=[CH:14][CH:15]=[CH:16][CH:17]=2)[CH:6]=[CH:7][CH:2]=[CH:3][CH:4]=1. (5) Given the reactants [I:1][C:2]1[CH:3]=[C:4]([C:8]([OH:10])=O)[NH:5][C:6]=1[CH3:7].C(N1C=CN=C1)([N:13]1C=CN=C1)=O.[OH-], predict the reaction product. The product is: [I:1][C:2]1[CH:3]=[C:4]([C:8]([NH2:13])=[O:10])[NH:5][C:6]=1[CH3:7]. (6) Given the reactants C(OC(=O)[NH:10][CH:11]([C:16]([N:18]1[CH2:22][CH2:21][CH:20]2[N:23]([CH:35]3[CH2:40][CH2:39][O:38][CH2:37][CH2:36]3)[CH2:24][CH:25]([O:26][C:27]3[CH:32]=[CH:31][C:30]([F:33])=[C:29]([F:34])[CH:28]=3)[CH:19]12)=[O:17])[C:12]([CH3:15])([CH3:14])[CH3:13])C1C=CC=CC=1, predict the reaction product. The product is: [NH2:10][CH:11]([C:12]([CH3:15])([CH3:14])[CH3:13])[C:16]([N:18]1[CH2:22][CH2:21][CH:20]2[N:23]([CH:35]3[CH2:40][CH2:39][O:38][CH2:37][CH2:36]3)[CH2:24][CH:25]([O:26][C:27]3[CH:32]=[CH:31][C:30]([F:33])=[C:29]([F:34])[CH:28]=3)[CH:19]12)=[O:17]. (7) Given the reactants [NH2:1][C:2]1[CH:7]=[C:6]([C:8]([N:10]2[CH2:16][CH2:15][CH2:14][CH2:13][CH2:12][CH2:11]2)=[O:9])[CH:5]=[CH:4][C:3]=1[C:17]([C:19]1[N:23]2[CH:24]=[C:25]([F:28])[CH:26]=[CH:27][C:22]2=[N:21][CH:20]=1)=O.C(O)=O.[CH:32]([NH2:34])=O, predict the reaction product. The product is: [N:10]1([C:8]([C:6]2[CH:7]=[C:2]3[C:3]([C:17]([C:19]4[N:23]5[CH:24]=[C:25]([F:28])[CH:26]=[CH:27][C:22]5=[N:21][CH:20]=4)=[N:34][CH:32]=[N:1]3)=[CH:4][CH:5]=2)=[O:9])[CH2:16][CH2:15][CH2:14][CH2:13][CH2:12][CH2:11]1. (8) Given the reactants [NH2:1][CH2:2][C@@H:3]1[C@H:8]([CH3:9])[CH2:7][CH2:6][CH2:5][N:4]1[C:10]([C:12]1[CH:17]=[CH:16][C:15]([F:18])=[CH:14][C:13]=1[N:19]1[N:23]=[CH:22][CH:21]=[N:20]1)=[O:11].Cl[C:25]1[N:30]=[CH:29][C:28]([C:31]([F:34])([F:33])[F:32])=[CH:27][N:26]=1, predict the reaction product. The product is: [F:18][C:15]1[CH:16]=[CH:17][C:12]([C:10]([N:4]2[CH2:5][CH2:6][CH2:7][C@@H:8]([CH3:9])[C@H:3]2[CH2:2][NH:1][C:25]2[N:30]=[CH:29][C:28]([C:31]([F:34])([F:33])[F:32])=[CH:27][N:26]=2)=[O:11])=[C:13]([N:19]2[N:23]=[CH:22][CH:21]=[N:20]2)[CH:14]=1. (9) Given the reactants [C:1]([C:3]1[C:4]([CH3:41])=[C:5]([C@@H:10]2[CH2:15][N:14]3[CH2:16][CH2:17][N:18]([CH2:20][C@H:21]([OH:33])[C:22]4[C:23]([CH3:32])=[C:24]5[C:28](=[CH:29][CH:30]=4)[C:27](=[O:31])[O:26][CH2:25]5)[CH2:19][C@H:13]3[CH2:12][N:11]2C(OC(C)(C)C)=O)[CH:6]=[CH:7][C:8]=1[F:9])#[N:2].FC(F)(F)C(O)=O, predict the reaction product. The product is: [F:9][C:8]1[C:3]([C:1]#[N:2])=[C:4]([CH3:41])[C:5]([C@@H:10]2[CH2:15][N:14]3[CH2:16][CH2:17][N:18]([CH2:20][C@H:21]([OH:33])[C:22]4[C:23]([CH3:32])=[C:24]5[C:28](=[CH:29][CH:30]=4)[C:27](=[O:31])[O:26][CH2:25]5)[CH2:19][C@H:13]3[CH2:12][NH:11]2)=[CH:6][CH:7]=1.